This data is from Peptide-MHC class II binding affinity with 134,281 pairs from IEDB. The task is: Regression. Given a peptide amino acid sequence and an MHC pseudo amino acid sequence, predict their binding affinity value. This is MHC class II binding data. (1) The peptide sequence is APEVKYTVFETKLKK. The MHC is HLA-DQA10501-DQB10301 with pseudo-sequence HLA-DQA10501-DQB10301. The binding affinity (normalized) is 0.153. (2) The peptide sequence is NSQDHGWDLNAASAY. The MHC is HLA-DPA10201-DPB11401 with pseudo-sequence HLA-DPA10201-DPB11401. The binding affinity (normalized) is 0.